This data is from Forward reaction prediction with 1.9M reactions from USPTO patents (1976-2016). The task is: Predict the product of the given reaction. (1) The product is: [OH:5][C@@H:6]1[C@@:13]([CH3:20])([CH2:14][CH2:15][CH:16]=[C:17]([CH3:18])[CH3:19])[C@@H:12]2[C:21](=[O:22])[C@@:8]([CH2:28][CH:29]=[C:30]([CH3:32])[CH3:31])([C:9]([O:26][CH3:27])=[CH:10][C:11]2=[O:25])[CH2:7]1. Given the reactants CC(C)=O.[OH:5][C@@H:6]1[C@@:13]([CH3:20])([CH2:14][CH2:15][CH:16]=[C:17]([CH3:19])[CH3:18])[C@@H:12]2[C@:21](O)([O:22]C)[C@@:8]([CH2:28][CH:29]=[C:30]([CH3:32])[CH3:31])([C:9]([O:26][CH3:27])=[CH:10][C:11]2=[O:25])[CH2:7]1.C1(C)C=CC(S([O-])(=O)=O)=CC=1.[NH+]1C=CC=CC=1.CCCCCC, predict the reaction product. (2) Given the reactants [C:1]([C:5]1[CH:14]=[CH:13][C:8]([C:9]([O:11]C)=[O:10])=[C:7]([O:15][CH:16]2[CH2:21][CH2:20][N:19]([C:22]([O:24][C:25]([CH3:28])([CH3:27])[CH3:26])=[O:23])[CH2:18][CH2:17]2)[CH:6]=1)([CH3:4])([CH3:3])[CH3:2].O[Li].O, predict the reaction product. The product is: [C:1]([C:5]1[CH:14]=[CH:13][C:8]([C:9]([OH:11])=[O:10])=[C:7]([O:15][CH:16]2[CH2:21][CH2:20][N:19]([C:22]([O:24][C:25]([CH3:28])([CH3:27])[CH3:26])=[O:23])[CH2:18][CH2:17]2)[CH:6]=1)([CH3:4])([CH3:2])[CH3:3]. (3) Given the reactants [Br:1][C:2]1[CH:7]=[CH:6][C:5](/[C:8](=[N:22]\[O:23][CH2:24][CH3:25])/[CH:9]2[CH2:14][CH2:13][N:12]([C:15]3([CH3:21])[CH2:20][CH2:19][NH:18][CH2:17][CH2:16]3)[CH2:11][CH2:10]2)=[CH:4][CH:3]=1.[CH3:26][N:27]1[C:35]2[CH:34]=[CH:33][CH:32]=[C:31]([C:36](O)=[O:37])[C:30]=2[CH:29]=[CH:28]1.CCN(CC)CC.CN(C(ON1N=NC2C=CC=NC1=2)=[N+](C)C)C.F[P-](F)(F)(F)(F)F, predict the reaction product. The product is: [Br:1][C:2]1[CH:7]=[CH:6][C:5](/[C:8](=[N:22]\[O:23][CH2:24][CH3:25])/[CH:9]2[CH2:10][CH2:11][N:12]([C:15]3([CH3:21])[CH2:20][CH2:19][N:18]([C:36]([C:31]4[CH:32]=[CH:33][CH:34]=[C:35]5[C:30]=4[CH:29]=[CH:28][N:27]5[CH3:26])=[O:37])[CH2:17][CH2:16]3)[CH2:13][CH2:14]2)=[CH:4][CH:3]=1. (4) Given the reactants [Cl:1][C:2]1[CH:7]=[CH:6][C:5]([Cl:8])=[CH:4][C:3]=1[N:9]1[C:17](=[O:18])[C:16]2[C@@H:15]3[C:19]([CH3:21])([CH3:20])[C@@:12]([CH3:22])([CH2:13][CH2:14]3)[C:11]=2[NH:10]1.I[CH3:24], predict the reaction product. The product is: [Cl:1][C:2]1[CH:7]=[CH:6][C:5]([Cl:8])=[CH:4][C:3]=1[N:9]1[C:17](=[O:18])[C:16]2[C@@H:15]3[C:19]([CH3:21])([CH3:20])[C@@:12]([CH3:22])([CH2:13][CH2:14]3)[C:11]=2[N:10]1[CH3:24]. (5) Given the reactants [O:1]1[CH2:6][CH2:5][O:4][C:3]2[CH:7]=[C:8]([C:11]([OH:13])=O)[CH:9]=[CH:10][C:2]1=2.[CH3:14][C:15]1([CH3:23])[O:20][C:19](=[O:21])[CH2:18][C:17](=[O:22])[O:16]1.CCN=C=NCCCN(C)C.Cl, predict the reaction product. The product is: [O:1]1[CH2:6][CH2:5][O:4][C:3]2[CH:7]=[C:8]([C:11]([CH:18]3[C:19](=[O:21])[O:20][C:15]([CH3:23])([CH3:14])[O:16][C:17]3=[O:22])=[O:13])[CH:9]=[CH:10][C:2]1=2. (6) Given the reactants Cl[C:2](=[N:9][N:10]=[C:11](Cl)[C:12]1[CH:17]=[CH:16][CH:15]=[CH:14][C:13]=1[CH3:18])[C:3]1[CH:8]=[CH:7][CH:6]=[CH:5][CH:4]=1.[CH3:20][C:21]1[CH:27]=[CH:26][CH:25]=[C:24]([CH3:28])[C:22]=1[NH2:23].CN(C)C1C=CC=CC=1.Cl, predict the reaction product. The product is: [CH3:18][C:13]1[CH:14]=[CH:15][CH:16]=[CH:17][C:12]=1[C:11]1[N:23]([C:22]2[C:24]([CH3:28])=[CH:25][CH:26]=[CH:27][C:21]=2[CH3:20])[C:2]([C:3]2[CH:8]=[CH:7][CH:6]=[CH:5][CH:4]=2)=[N:9][N:10]=1.